From a dataset of Forward reaction prediction with 1.9M reactions from USPTO patents (1976-2016). Predict the product of the given reaction. (1) Given the reactants [Br:1][C:2]1[CH:7]=[CH:6][C:5]([F:8])=[CH:4][C:3]=1[NH:9][NH2:10].Cl.O.[C:13]([OH:17])(=[O:16])[CH:14]=O, predict the reaction product. The product is: [Br:1][C:2]1[CH:7]=[CH:6][C:5]([F:8])=[CH:4][C:3]=1[NH:9][N:10]=[CH:14][C:13]([OH:17])=[O:16]. (2) The product is: [CH3:39][N:35]1[C:36](=[O:38])[C:37]2[C:33](=[C:32]([N:40]3[CH2:45][CH2:44][O:43][CH2:42][CH2:41]3)[CH:31]=[CH:30][C:29]=2[NH:28][C:2]2[C:7]([C:8]([F:11])([F:9])[F:10])=[CH:6][N:5]=[C:4]([NH:12][C:13]3[CH:27]=[CH:26][C:16]([CH2:17][P:18](=[O:25])([O:19][CH2:20][CH3:21])[O:22][CH2:23][CH3:24])=[CH:15][CH:14]=3)[N:3]=2)[CH2:34]1. Given the reactants Cl[C:2]1[C:7]([C:8]([F:11])([F:10])[F:9])=[CH:6][N:5]=[C:4]([NH:12][C:13]2[CH:27]=[CH:26][C:16]([CH2:17][P:18](=[O:25])([O:22][CH2:23][CH3:24])[O:19][CH2:20][CH3:21])=[CH:15][CH:14]=2)[N:3]=1.[NH2:28][C:29]1[CH:30]=[CH:31][C:32]([N:40]2[CH2:45][CH2:44][O:43][CH2:42][CH2:41]2)=[C:33]2[C:37]=1[C:36](=[O:38])[N:35]([CH3:39])[CH2:34]2, predict the reaction product. (3) Given the reactants [N+:1]([C:4]1[CH:9]=[CH:8][CH:7]=[CH:6][C:5]=1C1C2C(=CC=CC=2)C=CC=1)([O-:3])=[O:2].[CH:20]1[C:28]2[C:27]3[CH:29]=[CH:30][CH:31]=[CH:32][C:26]=3[O:25][C:24]=2[C:23](B(O)O)=[CH:22][CH:21]=1, predict the reaction product. The product is: [C:20]1([C:5]2[CH:6]=[CH:7][CH:8]=[CH:9][C:4]=2[N+:1]([O-:3])=[O:2])[C:28]2[C:27]3[CH:29]=[CH:30][CH:31]=[CH:32][C:26]=3[O:25][C:24]=2[CH:23]=[CH:22][CH:21]=1. (4) The product is: [Cl:1][C:2]1[N:3]=[C:4]([N:12]2[CH2:17][CH2:16][O:15][CH2:14][CH2:13]2)[C:5]2[S:10][C:9]([NH:11][C:18](=[O:25])[C:19]3[CH:24]=[CH:23][CH:22]=[CH:21][CH:20]=3)=[CH:8][C:6]=2[N:7]=1. Given the reactants [Cl:1][C:2]1[N:3]=[C:4]([N:12]2[CH2:17][CH2:16][O:15][CH2:14][CH2:13]2)[C:5]2[S:10][C:9]([NH2:11])=[CH:8][C:6]=2[N:7]=1.[C:18](Cl)(=[O:25])[C:19]1[CH:24]=[CH:23][CH:22]=[CH:21][CH:20]=1, predict the reaction product. (5) Given the reactants [CH2:1]([CH:3]1[CH2:8][CH2:7][CH2:6][CH2:5][NH:4]1)[CH3:2].F[C:10]1[CH:17]=[CH:16][C:13]([C:14]#[N:15])=[C:12]([C:18]([F:21])([F:20])[F:19])[CH:11]=1.C(N)CN, predict the reaction product. The product is: [CH2:1]([C@H:3]1[CH2:8][CH2:7][CH2:6][CH2:5][N:4]1[C:10]1[CH:17]=[CH:16][C:13]([C:14]#[N:15])=[C:12]([C:18]([F:19])([F:21])[F:20])[CH:11]=1)[CH3:2].